From a dataset of Catalyst prediction with 721,799 reactions and 888 catalyst types from USPTO. Predict which catalyst facilitates the given reaction. (1) Reactant: [F:1][C:2]([F:15])([F:14])[S:3]([O:6]S(C(F)(F)F)(=O)=O)(=[O:5])=[O:4].[OH:16][C:17]1[C:30]2[C:29](=[O:31])[C:28]3[C:23](=[CH:24][CH:25]=[CH:26][CH:27]=3)[O:22][C:21]=2[CH:20]=[C:19](O)[CH:18]=1.N1C=CC=CC=1. Product: [OH:16][C:17]1[C:30]2[C:29](=[O:31])[C:28]3[C:23](=[CH:24][CH:25]=[CH:26][CH:27]=3)[O:22][C:21]=2[CH:20]=[C:19]([O:6][S:3]([C:2]([F:15])([F:14])[F:1])(=[O:5])=[O:4])[CH:18]=1. The catalyst class is: 2. (2) Reactant: [CH2:1]([N:9]([C:11](=[S:13])[NH2:12])[NH2:10])[CH2:2][C:3]1[CH:8]=[CH:7][CH:6]=[CH:5][CH:4]=1.Cl[C:15](=[O:20])[C:16]([O:18][CH3:19])=[O:17]. Product: [C:11]([N:9]([CH2:1][CH2:2][C:3]1[CH:8]=[CH:7][CH:6]=[CH:5][CH:4]=1)[NH:10][C:15](=[O:20])[C:16]([O:18][CH3:19])=[O:17])(=[S:13])[NH2:12]. The catalyst class is: 1. (3) Reactant: [Cl:1][C:2]1[CH:7]=[C:6]([N+:8]([O-:10])=[O:9])[C:5]([O:11][CH3:12])=[CH:4][C:3]=1[CH2:13][CH2:14][NH:15][CH2:16][C:17]1[CH:22]=[CH:21][CH:20]=[C:19]([F:23])[CH:18]=1.C(N(CC)CC)C.[CH3:31][C:32]([O:35][C:36](O[C:36]([O:35][C:32]([CH3:34])([CH3:33])[CH3:31])=[O:37])=[O:37])([CH3:34])[CH3:33]. Product: [C:32]([O:35][C:36](=[O:37])[N:15]([CH2:14][CH2:13][C:3]1[CH:4]=[C:5]([O:11][CH3:12])[C:6]([N+:8]([O-:10])=[O:9])=[CH:7][C:2]=1[Cl:1])[CH2:16][C:17]1[CH:22]=[CH:21][CH:20]=[C:19]([F:23])[CH:18]=1)([CH3:34])([CH3:33])[CH3:31]. The catalyst class is: 4. (4) Reactant: F[C:2]1[CH:7]=[CH:6][CH:5]=[C:4]([F:8])[N:3]=1.[Cl:9][C:10]1[CH:17]=[CH:16][C:13]([CH2:14][NH2:15])=[CH:12][CH:11]=1.C(N(CC)C(C)C)(C)C.O. Product: [Cl:9][C:10]1[CH:17]=[CH:16][C:13]([CH2:14][NH:15][C:2]2[CH:7]=[CH:6][CH:5]=[C:4]([F:8])[N:3]=2)=[CH:12][CH:11]=1. The catalyst class is: 60. (5) Reactant: [C:1]1(=[O:11])[NH:5][C:4](=[O:6])[C:3]2=[CH:7][CH:8]=[CH:9][CH:10]=[C:2]12.[C:12]([O:16][C:17](=[O:25])[NH:18][C@H:19]([CH2:23]O)[CH2:20][CH2:21][CH3:22])([CH3:15])([CH3:14])[CH3:13].C1(P(C2C=CC=CC=2)C2C=CC=CC=2)C=CC=CC=1.CCOC(/N=N/C(OCC)=O)=O. Product: [C:12]([O:16][C:17](=[O:25])[NH:18][C@H:19]([CH2:23][N:5]1[C:1](=[O:11])[C:2]2[C:3](=[CH:7][CH:8]=[CH:9][CH:10]=2)[C:4]1=[O:6])[CH2:20][CH2:21][CH3:22])([CH3:15])([CH3:14])[CH3:13]. The catalyst class is: 2. (6) Reactant: [Cl-].[CH3:2][O:3][CH2:4][P+](C1C=CC=CC=1)(C1C=CC=CC=1)C1C=CC=CC=1.CC(C)([O-])C.[K+].C(OC([N:37]1[C:45]2[C:40](=[CH:41][C:42]([CH:46]=O)=[CH:43][CH:44]=2)[CH:39]=[C:38]1[C:48]1[C:49](=[O:58])[NH:50][C:51]2[C:56]([CH:57]=1)=[CH:55][CH:54]=[CH:53][CH:52]=2)=O)(C)(C)C. The catalyst class is: 1. Product: [CH3:2][O:3][CH:4]=[CH:46][C:42]1[CH:41]=[C:40]2[C:45](=[CH:44][CH:43]=1)[NH:37][C:38]([C:48]1[C:49](=[O:58])[NH:50][C:51]3[C:56]([CH:57]=1)=[CH:55][CH:54]=[CH:53][CH:52]=3)=[CH:39]2. (7) Reactant: [CH3:1][N:2]1[CH:7]2[CH2:8][CH2:9][CH:3]1[C:4]([NH2:16])([C:10]1[CH:15]=[CH:14][CH:13]=[CH:12][CH:11]=1)[CH2:5][CH2:6]2.C(N(CC)C(C)C)(C)C.[CH3:26][O:27][C:28]1[CH:36]=[C:35]([C:37]([F:40])([F:39])[F:38])[CH:34]=[C:33]([S:41][CH3:42])[C:29]=1[C:30](Cl)=[O:31]. Product: [CH3:26][O:27][C:28]1[CH:36]=[C:35]([C:37]([F:38])([F:39])[F:40])[CH:34]=[C:33]([S:41][CH3:42])[C:29]=1[C:30]([NH:16][C:4]1([C:10]2[CH:15]=[CH:14][CH:13]=[CH:12][CH:11]=2)[CH2:5][CH2:6][CH:7]2[N:2]([CH3:1])[CH:3]1[CH2:9][CH2:8]2)=[O:31]. The catalyst class is: 4. (8) Reactant: [F:1][C:2]1[CH:3]=[C:4]([N:8]=[C:9]=[O:10])[CH:5]=[CH:6][CH:7]=1.[NH2:11][C:12]1[C:17]2[NH:18][C:19]([C:21]3[C:22](=[O:37])[NH:23][CH:24]=[CH:25][C:26]=3[NH:27][CH2:28][C@@H:29]([OH:36])[C:30]3[CH:35]=[CH:34][CH:33]=[CH:32][CH:31]=3)=[N:20][C:16]=2[CH:15]=[CH:14][CH:13]=1.N. Product: [F:1][C:2]1[CH:3]=[C:4]([NH:8][C:9]([NH:11][C:12]2[C:17]3[NH:18][C:19]([C:21]4[C:22](=[O:37])[NH:23][CH:24]=[CH:25][C:26]=4[NH:27][CH2:28][C@@H:29]([OH:36])[C:30]4[CH:31]=[CH:32][CH:33]=[CH:34][CH:35]=4)=[N:20][C:16]=3[CH:15]=[CH:14][CH:13]=2)=[O:10])[CH:5]=[CH:6][CH:7]=1. The catalyst class is: 2.